Dataset: Forward reaction prediction with 1.9M reactions from USPTO patents (1976-2016). Task: Predict the product of the given reaction. (1) Given the reactants [C:1]1([CH3:11])[CH:6]=[CH:5][C:4]([S:7](Cl)(=[O:9])=[O:8])=[CH:3][CH:2]=1.[S:12]1[CH:16]=[CH:15][CH:14]=[C:13]1[CH2:17][CH2:18][OH:19].C(N(CC)CC)C, predict the reaction product. The product is: [C:1]1([CH3:11])[CH:6]=[CH:5][C:4]([S:7]([O:19][CH2:18][CH2:17][C:13]2[S:12][CH:16]=[CH:15][CH:14]=2)(=[O:9])=[O:8])=[CH:3][CH:2]=1. (2) Given the reactants [CH2:1]([NH:8][C:9]1[CH:10]=[C:11]([CH:15]=[C:16](Cl)[N:17]=1)[C:12]([OH:14])=[O:13])[C:2]1[CH:7]=[CH:6][CH:5]=[CH:4][CH:3]=1.[CH3:19][C:20]1[CH:25]=[CH:24][C:23](B(O)O)=[CH:22][CH:21]=1.C(=O)([O-])[O-].[Cs+].[Cs+], predict the reaction product. The product is: [CH2:1]([NH:8][C:9]1[CH:10]=[C:11]([CH:15]=[C:16]([C:23]2[CH:24]=[CH:25][C:20]([CH3:19])=[CH:21][CH:22]=2)[N:17]=1)[C:12]([OH:14])=[O:13])[C:2]1[CH:7]=[CH:6][CH:5]=[CH:4][CH:3]=1. (3) Given the reactants [CH:1]1([C:4]2[C:5]([N:25]([S:34]([CH3:37])(=[O:36])=[O:35])[CH2:26][CH2:27][CH2:28]/[C:29](=[N:32]/[H])/[NH:30][OH:31])=[CH:6][C:7]3[O:11][C:10]([C:12]4[CH:17]=[CH:16][C:15]([F:18])=[CH:14][CH:13]=4)=[C:9]([C:19]4[NH:20][CH:21]=[CH:22][N:23]=4)[C:8]=3[CH:24]=2)[CH2:3][CH2:2]1.[C:38](N1C=CN=C1)(N1C=CN=C1)=[S:39].N12CCCN=C1CCCCC2.Cl, predict the reaction product. The product is: [CH:1]1([C:4]2[C:5]([N:25]([CH2:26][CH2:27][CH2:28][C:29]3[NH:32][C:38](=[S:39])[O:31][N:30]=3)[S:34]([CH3:37])(=[O:36])=[O:35])=[CH:6][C:7]3[O:11][C:10]([C:12]4[CH:17]=[CH:16][C:15]([F:18])=[CH:14][CH:13]=4)=[C:9]([C:19]4[NH:20][CH:21]=[CH:22][N:23]=4)[C:8]=3[CH:24]=2)[CH2:3][CH2:2]1. (4) Given the reactants FC(F)(F)S(O[C:7]1[C:8]([C:18](=[O:20])[CH3:19])=[CH:9][C:10]([Cl:17])=[C:11]2[C:16]=1[N:15]=[CH:14][CH:13]=[CH:12]2)(=O)=O.[CH:23]1([N:29]2[CH2:34][CH2:33][NH:32][CH2:31][CH2:30]2)[CH2:28][CH2:27][CH2:26][CH2:25][CH2:24]1.C(=O)([O-])[O-].[Cs+].[Cs+], predict the reaction product. The product is: [Cl:17][C:10]1[CH:9]=[C:8]([C:18](=[O:20])[CH3:19])[C:7]([N:32]2[CH2:33][CH2:34][N:29]([CH:23]3[CH2:28][CH2:27][CH2:26][CH2:25][CH2:24]3)[CH2:30][CH2:31]2)=[C:16]2[C:11]=1[CH:12]=[CH:13][CH:14]=[N:15]2. (5) Given the reactants C(=O)([O-])[O-].[K+].[K+].Br[CH2:8][CH2:9][C:10]([O:12][CH2:13][CH3:14])=[O:11].[CH2:15]([NH:17][CH2:18][CH2:19][CH2:20][C:21]1[CH:26]=[CH:25][CH:24]=[CH:23][CH:22]=1)[CH3:16].ClCCl, predict the reaction product. The product is: [CH2:15]([N:17]([CH2:18][CH2:19][CH2:20][C:21]1[CH:26]=[CH:25][CH:24]=[CH:23][CH:22]=1)[CH2:8][CH2:9][C:10]([O:12][CH2:13][CH3:14])=[O:11])[CH3:16].